Task: Predict the reactants needed to synthesize the given product.. Dataset: Full USPTO retrosynthesis dataset with 1.9M reactions from patents (1976-2016) (1) Given the product [CH2:16]([C:15]1[C:14]([C:13]([F:12])([F:25])[F:24])=[N:1][C:2]2[C:3]([C:4]=1[OH:6])=[CH:7][C:8]([Br:11])=[CH:9][CH:10]=2)[C:17]1[CH:22]=[CH:21][CH:20]=[CH:19][CH:18]=1, predict the reactants needed to synthesize it. The reactants are: [NH2:1][C:2]1[CH:10]=[CH:9][C:8]([Br:11])=[CH:7][C:3]=1[C:4]([OH:6])=O.[F:12][C:13]([F:25])([F:24])[C:14](=O)[CH2:15][CH2:16][C:17]1[CH:22]=[CH:21][CH:20]=[CH:19][CH:18]=1.CS(O)(=O)=O.O=P12OP3(OP(OP(O3)(O1)=O)(=O)O2)=O. (2) Given the product [CH3:1][O:2][C:3](=[O:21])[C:4]1[CH:9]=[C:8]([CH:10]([O:12][CH2:23][CH3:24])[CH3:11])[C:7]([C:13]([F:14])([F:15])[F:16])=[CH:6][C:5]=1[NH2:17], predict the reactants needed to synthesize it. The reactants are: [CH3:1][O:2][C:3](=[O:21])[C:4]1[CH:9]=[C:8]([CH:10]([OH:12])[CH3:11])[C:7]([C:13]([F:16])([F:15])[F:14])=[CH:6][C:5]=1[NH:17]C(=O)C.O.[C:23]1(C)C=CC(S(O)(=O)=O)=C[CH:24]=1.CCOC(C)=O. (3) Given the product [C:1]([O:5][C:6]([N:8]1[CH2:12][C@@H:11]([N:13]2[CH2:18][CH2:17][N:16]([C:19]3[C:24]([Cl:25])=[CH:23][C:22]([C:26](=[O:28])[NH2:46])=[CH:21][N:20]=3)[CH2:15][CH2:14]2)[CH2:10][C@H:9]1[C:29]([N:31]1[CH2:35][CH2:34][S:33][CH2:32]1)=[O:30])=[O:7])([CH3:4])([CH3:3])[CH3:2], predict the reactants needed to synthesize it. The reactants are: [C:1]([O:5][C:6]([N:8]1[CH2:12][C@@H:11]([N:13]2[CH2:18][CH2:17][N:16]([C:19]3[C:24]([Cl:25])=[CH:23][C:22]([C:26]([OH:28])=O)=[CH:21][N:20]=3)[CH2:15][CH2:14]2)[CH2:10][C@H:9]1[C:29]([N:31]1[CH2:35][CH2:34][S:33][CH2:32]1)=[O:30])=[O:7])([CH3:4])([CH3:3])[CH3:2].Cl.Cl.Cl.C(C1C=C(Cl)C(N2CCN([C@@H]3CN[C@H](C(N4CCSC4)=O)C3)CC2)=[N:46]C=1)(O)=O.[Cl-].[NH4+].CN1CCOCC1.C1C=CC2N(O)N=NC=2C=1.CCN=C=NCCCN(C)C.Cl. (4) Given the product [N:8]1[C:7]2[O:6][CH2:5][CH:4]([NH2:3])[C:12]=2[CH:11]=[CH:10][N:9]=1, predict the reactants needed to synthesize it. The reactants are: CO[N:3]=[C:4]1[C:12]2[CH:11]=[CH:10][N:9]=[N:8][C:7]=2[O:6][CH2:5]1.